Dataset: Peptide-MHC class I binding affinity with 185,985 pairs from IEDB/IMGT. Task: Regression. Given a peptide amino acid sequence and an MHC pseudo amino acid sequence, predict their binding affinity value. This is MHC class I binding data. (1) The peptide sequence is IHSDQLSKF. The MHC is HLA-B27:05 with pseudo-sequence HLA-B27:05. The binding affinity (normalized) is 0.0847. (2) The peptide sequence is YPVWLTKHL. The MHC is HLA-B18:01 with pseudo-sequence HLA-B18:01. The binding affinity (normalized) is 0.291. (3) The peptide sequence is GEYKSYCKL. The MHC is HLA-B18:01 with pseudo-sequence HLA-B18:01. The binding affinity (normalized) is 0.178. (4) The peptide sequence is RFNAIWFNH. The MHC is HLA-A26:01 with pseudo-sequence HLA-A26:01. The binding affinity (normalized) is 0.0847. (5) The peptide sequence is LVGGREWSY. The MHC is HLA-B08:01 with pseudo-sequence HLA-B08:01. The binding affinity (normalized) is 0.0847.